Dataset: Peptide-MHC class I binding affinity with 185,985 pairs from IEDB/IMGT. Task: Regression. Given a peptide amino acid sequence and an MHC pseudo amino acid sequence, predict their binding affinity value. This is MHC class I binding data. (1) The peptide sequence is VSEKYTDMY. The MHC is HLA-A01:01 with pseudo-sequence HLA-A01:01. The binding affinity (normalized) is 0.878. (2) The peptide sequence is EGIEGRIAY. The MHC is HLA-A03:01 with pseudo-sequence HLA-A03:01. The binding affinity (normalized) is 0.0847. (3) The peptide sequence is FTENGPWMY. The MHC is HLA-B27:05 with pseudo-sequence HLA-B27:05. The binding affinity (normalized) is 0.0847. (4) The peptide sequence is YLSGANLNL. The MHC is BoLA-T2C with pseudo-sequence BoLA-T2C. The binding affinity (normalized) is 0.820. (5) The peptide sequence is AVKGVGTMV. The MHC is HLA-A02:02 with pseudo-sequence HLA-A02:02. The binding affinity (normalized) is 0.0730. (6) The binding affinity (normalized) is 0. The MHC is HLA-A68:02 with pseudo-sequence HLA-A68:02. The peptide sequence is PTPKKMNIVT. (7) The peptide sequence is VFSDGRVAC. The MHC is HLA-A80:01 with pseudo-sequence HLA-A80:01. The binding affinity (normalized) is 0.0847. (8) The peptide sequence is LVSDYCNVLNKEFT. The MHC is HLA-B08:01 with pseudo-sequence HLA-B08:01. The binding affinity (normalized) is 0. (9) The peptide sequence is DEVEFLGHY. The MHC is HLA-B45:01 with pseudo-sequence HLA-B45:01. The binding affinity (normalized) is 0.